Dataset: Reaction yield outcomes from USPTO patents with 853,638 reactions. Task: Predict the reaction yield, written as a fraction of the theoretical maximum amount of product (1.0 means a 100% yield; for example, 0.34 means a 34% yield). (1) The product is [C:1]1([C:7]2[CH:8]=[C:9]([C:16]3[O:20][N:19]=[C:18]([C:21]4[CH:22]=[CH:23][C:24]([CH2:27][N:42]5[CH:46]=[C:45]([C:47]([O:49][CH2:50][CH3:51])=[O:48])[CH:44]=[N:43]5)=[CH:25][CH:26]=4)[N:17]=3)[S:10][C:11]=2[C:12]([F:15])([F:14])[F:13])[CH:6]=[CH:5][CH:4]=[CH:3][CH:2]=1. The catalyst is C1(C)C=CC=CC=1.C(OCC)(=O)C. The reactants are [C:1]1([C:7]2[CH:8]=[C:9]([C:16]3[O:20][N:19]=[C:18]([C:21]4[CH:26]=[CH:25][C:24]([CH2:27]O)=[CH:23][CH:22]=4)[N:17]=3)[S:10][C:11]=2[C:12]([F:15])([F:14])[F:13])[CH:6]=[CH:5][CH:4]=[CH:3][CH:2]=1.C(P(CCCC)CCCC)CCC.[NH:42]1[CH:46]=[C:45]([C:47]([O:49][CH2:50][CH3:51])=[O:48])[CH:44]=[N:43]1. The yield is 0.800. (2) The reactants are [CH:1]1([CH2:4][O:5][C:6]2[CH:7]=[C:8]([OH:13])[CH:9]=[C:10]([OH:12])[CH:11]=2)[CH2:3][CH2:2]1.C(=O)([O-])[O-].[K+].[K+].Br[CH2:21][CH2:22][CH3:23].Cl. The catalyst is CN(C=O)C.CCOC(C)=O. The product is [CH:1]1([CH2:4][O:5][C:6]2[CH:11]=[C:10]([OH:12])[CH:9]=[C:8]([O:13][CH2:21][CH2:22][CH3:23])[CH:7]=2)[CH2:2][CH2:3]1. The yield is 0.230. (3) The reactants are [C:1]([O:5][C:6]([NH:8][C@@H:9]([CH2:13][NH:14][C:15]1[CH:20]=[CH:19][CH:18]=[CH:17][C:16]=1[N+:21]([O-])=O)[C:10]([OH:12])=O)=[O:7])([CH3:4])([CH3:3])[CH3:2].C(OC(N[C@@H:32](CN)[C:33]([OH:35])=[O:34])=O)(C)(C)C.F[C:39]1C=CC=CC=1[N+]([O-])=O.C([O-])(O)=O.[Na+]. The catalyst is O.CN(C=O)C. The product is [CH3:39][O:35][C:33](=[O:34])[CH2:32][N:21]1[C:16]2[CH:17]=[CH:18][CH:19]=[CH:20][C:15]=2[NH:14][CH2:13][C@H:9]([NH:8][C:6]([O:5][C:1]([CH3:2])([CH3:3])[CH3:4])=[O:7])[C:10]1=[O:12]. The yield is 0.830. (4) The reactants are [CH2:1]([C:3]([OH:35])([CH2:33][CH3:34])/[CH:4]=[CH:5]/[C:6]1[CH:11]=[CH:10][C:9]([C:12]([CH2:30][CH3:31])([C:15]2[CH:20]=[CH:19][C:18]([B:21]3[O:25][C:24]([CH3:27])([CH3:26])[C:23]([CH3:29])([CH3:28])[O:22]3)=[CH:17][CH:16]=2)[CH2:13][CH3:14])=[CH:8][C:7]=1[CH3:32])[CH3:2].[H][H]. The catalyst is CO.[C].[Pd]. The product is [CH2:1]([C:3]([OH:35])([CH2:33][CH3:34])[CH2:4][CH2:5][C:6]1[CH:11]=[CH:10][C:9]([C:12]([CH2:30][CH3:31])([C:15]2[CH:20]=[CH:19][C:18]([B:21]3[O:25][C:24]([CH3:26])([CH3:27])[C:23]([CH3:29])([CH3:28])[O:22]3)=[CH:17][CH:16]=2)[CH2:13][CH3:14])=[CH:8][C:7]=1[CH3:32])[CH3:2]. The yield is 0.960. (5) The reactants are [F:1][C:2]1[CH:3]=[C:4]([NH:22][C:23](=[O:35])[C:24]([NH:26][CH2:27][CH2:28][C:29]2[CH:34]=[CH:33][CH:32]=[CH:31][CH:30]=2)=[O:25])[CH:5]=[CH:6][C:7]=1[O:8][C:9]1[C:18]2[C:13](=[CH:14][C:15]([OH:21])=[C:16]([O:19][CH3:20])[CH:17]=2)[N:12]=[CH:11][CH:10]=1.Cl.Cl[CH2:38][CH2:39][CH2:40][N:41]1[CH2:46][CH2:45][O:44][CH2:43][CH2:42]1.C(=O)([O-])[O-].[K+].[K+]. The catalyst is CN(C=O)C. The product is [F:1][C:2]1[CH:3]=[C:4]([NH:22][C:23](=[O:35])[C:24]([NH:26][CH2:27][CH2:28][C:29]2[CH:30]=[CH:31][CH:32]=[CH:33][CH:34]=2)=[O:25])[CH:5]=[CH:6][C:7]=1[O:8][C:9]1[C:18]2[C:13](=[CH:14][C:15]([O:21][CH2:38][CH2:39][CH2:40][N:41]3[CH2:46][CH2:45][O:44][CH2:43][CH2:42]3)=[C:16]([O:19][CH3:20])[CH:17]=2)[N:12]=[CH:11][CH:10]=1. The yield is 0.740. (6) The reactants are C1(N)C(F)=C(F)C(F)=C(N)C=1F.Cl.Cl.[NH:15]1[CH2:20][CH2:19][CH:18]([N:21]2[CH2:25][CH2:24][N:23]([CH2:26][CH2:27][CH2:28][N:29]3[CH2:34][CH2:33][CH2:32][CH2:31][CH2:30]3)[C:22]2=[C:35]([C:38]#[N:39])[C:36]#[N:37])[CH2:17][CH2:16]1.Cl.CN(C)CCCN=C=NCC.O.ON1C2C=CC=CC=2N=N1.[CH:63]1([C:66](O)=[O:67])[CH2:65][CH2:64]1.C(N(C(C)C)CC)(C)C.C(=O)([O-])[O-].[Na+].[Na+]. The catalyst is ClCCCl. The product is [CH:63]1([C:66]([N:15]2[CH2:20][CH2:19][CH:18]([N:21]3[CH2:25][CH2:24][N:23]([CH2:26][CH2:27][CH2:28][N:29]4[CH2:34][CH2:33][CH2:32][CH2:31][CH2:30]4)[C:22]3=[C:35]([C:36]#[N:37])[C:38]#[N:39])[CH2:17][CH2:16]2)=[O:67])[CH2:65][CH2:64]1. The yield is 0.169. (7) The reactants are [Cl:1][C:2]1[CH:3]=[C:4]2[C:8](=[CH:9][C:10]=1[Cl:11])[NH:7][C:6]([C:12]1[CH:20]=[CH:19][C:15]([C:16](O)=[O:17])=[CH:14][CH:13]=1)=[CH:5]2.CCN=C=NCCCN(C)C.C1C=NC2N(O)N=NC=2C=1.[NH2:42][CH:43]1[CH2:48][C:47]([CH3:50])([CH3:49])[N:46]([CH3:51])[C:45]([CH3:53])([CH3:52])[CH2:44]1.CCN(C(C)C)C(C)C.[OH-].[Na+]. The catalyst is CN(C=O)C. The product is [Cl:1][C:2]1[CH:3]=[C:4]2[C:8](=[CH:9][C:10]=1[Cl:11])[NH:7][C:6]([C:12]1[CH:20]=[CH:19][C:15]([C:16]([NH:42][CH:43]3[CH2:44][C:45]([CH3:52])([CH3:53])[N:46]([CH3:51])[C:47]([CH3:50])([CH3:49])[CH2:48]3)=[O:17])=[CH:14][CH:13]=1)=[CH:5]2. The yield is 0.930.